From a dataset of Forward reaction prediction with 1.9M reactions from USPTO patents (1976-2016). Predict the product of the given reaction. (1) Given the reactants C(N(CC)CC)C.[C:19]([O:18][C:16](O[C:16]([O:18][C:19]([CH3:22])([CH3:21])[CH3:20])=[O:17])=[O:17])([CH3:22])([CH3:21])[CH3:20].[NH:23]1[C:31]2[C:26](=[N:27][CH:28]=[CH:29][CH:30]=2)[C:25]([N:32]2[CH2:37][CH2:36][CH2:35][CH:34]([NH2:38])[CH2:33]2)=[CH:24]1, predict the reaction product. The product is: [NH:23]1[C:31]2[C:26](=[N:27][CH:28]=[CH:29][CH:30]=2)[C:25]([N:32]2[CH2:37][CH2:36][CH2:35][CH:34]([NH:38][C:16](=[O:17])[O:18][C:19]([CH3:20])([CH3:21])[CH3:22])[CH2:33]2)=[CH:24]1. (2) Given the reactants [CH2:1]([N:5]1[C:18](=[O:19])[C:17]2[C:12](=[CH:13][CH:14]=[CH:15][CH:16]=2)[C:11]2[CH:10]=[C:9]([CH2:20][OH:21])[CH:8]=[CH:7][C:6]1=2)[CH2:2][CH2:3][CH3:4], predict the reaction product. The product is: [CH2:1]([N:5]1[C:18](=[O:19])[C:17]2[C:12](=[CH:13][CH:14]=[CH:15][CH:16]=2)[C:11]2[CH:10]=[C:9]([CH:20]=[O:21])[CH:8]=[CH:7][C:6]1=2)[CH2:2][CH2:3][CH3:4]. (3) The product is: [Cl:20][C:17]1[CH:18]=[CH:19][C:14]([CH2:13][C:9]2([CH3:12])[C:8]3[CH:21]=[CH:22][C:5]([C:3]([OH:4])=[O:2])=[CH:6][C:7]=3[O:11][CH2:10]2)=[CH:15][CH:16]=1. Given the reactants C[O:2][C:3]([C:5]1[CH:22]=[CH:21][C:8]2[C:9]([CH2:13][C:14]3[CH:19]=[CH:18][C:17]([Cl:20])=[CH:16][CH:15]=3)([CH3:12])[CH2:10][O:11][C:7]=2[CH:6]=1)=[O:4].[OH-].[Na+].C(O)C.Cl, predict the reaction product. (4) Given the reactants [CH3:1][O:2][C:3]([C:5]1[C:13]2[NH:12][C:11]([NH2:14])=[N:10][C:9]=2[CH:8]=[CH:7][CH:6]=1)=[O:4].COC(=O)C1C=C([C:24]#[N:25])C=C([N+]([O-])=O)C=1N, predict the reaction product. The product is: [CH3:1][O:2][C:3]([C:5]1[C:13]2[NH:12][C:11]([NH2:14])=[N:10][C:9]=2[CH:8]=[C:7]([C:24]#[N:25])[CH:6]=1)=[O:4].